This data is from Reaction yield outcomes from USPTO patents with 853,638 reactions. The task is: Predict the reaction yield, written as a fraction of the theoretical maximum amount of product (1.0 means a 100% yield; for example, 0.34 means a 34% yield). The reactants are [CH3:1][CH:2]([CH3:32])[C:3]([O:5][C@@H:6]1[C@@H:10]([CH2:11][O:12][C:13](=[O:17])[CH:14]([CH3:16])[CH3:15])[O:9][C@@H:8]([N:18]2[C:22]3[N:23]=[C:24]([NH:29][CH:30]=[O:31])[N:25]=[C:26]([O:27][CH3:28])[C:21]=3[CH:20]=[CH:19]2)[CH2:7]1)=[O:4].[Br:33]N1C(=O)CCC1=O.C(Cl)Cl.O. The catalyst is CN(C)C=O.C([O-])(O)=O.[Na+]. The product is [Br:33][C:20]1[C:21]2[C:26]([O:27][CH3:28])=[N:25][C:24]([NH:29][CH:30]=[O:31])=[N:23][C:22]=2[N:18]([C@@H:8]2[O:9][C@H:10]([CH2:11][O:12][C:13](=[O:17])[CH:14]([CH3:15])[CH3:16])[C@@H:6]([O:5][C:3](=[O:4])[CH:2]([CH3:32])[CH3:1])[CH2:7]2)[CH:19]=1. The yield is 0.750.